The task is: Predict the reaction yield, written as a fraction of the theoretical maximum amount of product (1.0 means a 100% yield; for example, 0.34 means a 34% yield).. This data is from Reaction yield outcomes from USPTO patents with 853,638 reactions. (1) The reactants are [Br:1][C:2]1[CH:7]=[CH:6][C:5]([C@@:8]2([CH3:28])[C@@H:11]([C:12]3[CH:17]=[CH:16][C:15]([Cl:18])=[CH:14][CH:13]=3)[N:10](C3C=CC(OC)=CC=3)[C:9]2=[O:27])=[CH:4][CH:3]=1.C(#N)C.O.C(=O)([O-])[O-].[K+].[K+]. The catalyst is O1CCCC1.C(OCC)(=O)C. The product is [Br:1][C:2]1[CH:7]=[CH:6][C:5]([C@@:8]2([CH3:28])[C@@H:11]([C:12]3[CH:17]=[CH:16][C:15]([Cl:18])=[CH:14][CH:13]=3)[NH:10][C:9]2=[O:27])=[CH:4][CH:3]=1. The yield is 0.450. (2) The reactants are [Cl:1][C:2]1[CH:3]=[C:4]([CH:21]=[CH:22][CH:23]=1)[C:5]([NH:7][C:8]1[C:9]([N:15]2[CH2:20][CH2:19][NH:18][CH2:17][CH2:16]2)=[N:10][CH:11]=[C:12]([Cl:14])[CH:13]=1)=[O:6].Cl[CH2:25][C:26]([OH:28])=[O:27]. The catalyst is CN(C)C=O.O. The product is [Cl:14][C:12]1[CH:13]=[C:8]([NH:7][C:5](=[O:6])[C:4]2[CH:21]=[CH:22][CH:23]=[C:2]([Cl:1])[CH:3]=2)[C:9]([N:15]2[CH2:20][CH2:19][N:18]([CH2:25][C:26]([OH:28])=[O:27])[CH2:17][CH2:16]2)=[N:10][CH:11]=1. The yield is 0.110. (3) The reactants are [F:1][C:2]1[CH:14]=[C:13]([CH2:15][CH2:16][N+:17]([O-:19])=O)[CH:12]=[CH:11][C:3]=1[O:4][C:5]1[CH:10]=[CH:9][CH:8]=[CH:7]N=1.C[O-].[Li+].C(=O)([O-])O.[Na+].[C:28]([C:30]1[C:31]([NH2:36])=[N:32][CH:33]=[CH:34][CH:35]=1)#[CH:29].[CH2:37]([N:39](CC)CC)C. The catalyst is [Ti](Cl)(Cl)(Cl)Cl.O.O1CCCC1.C(OCC)(=O)C.CO. The product is [F:1][C:2]1[CH:14]=[C:13]([CH:12]=[CH:11][C:3]=1[O:4][CH2:5][C:10]1[CH:9]=[CH:8][CH:7]=[CH:37][N:39]=1)[CH2:15][C:16]1[CH:29]=[C:28]([C:30]2[C:31]([NH2:36])=[N:32][CH:33]=[CH:34][CH:35]=2)[O:19][N:17]=1. The yield is 0.0449. (4) The reactants are [N:1]([CH2:4][CH3:5])=[C:2]=[O:3].[CH2:6]([C:8]1[C:16]2[C:11](=[CH:12][C:13]([C:17]3[N:21]([C:22]4[CH:27]=[CH:26][C:25]([S:28]([CH3:31])(=[O:30])=[O:29])=[CH:24][CH:23]=4)[N:20]=[CH:19][CH:18]=3)=[CH:14][CH:15]=2)[NH:10][N:9]=1)[CH3:7].O.C(OCC)(=O)C. The catalyst is N1C=CC=CC=1. The product is [CH2:4]([NH:1][C:2]([N:10]1[C:11]2[C:16](=[CH:15][CH:14]=[C:13]([C:17]3[N:21]([C:22]4[CH:23]=[CH:24][C:25]([S:28]([CH3:31])(=[O:30])=[O:29])=[CH:26][CH:27]=4)[N:20]=[CH:19][CH:18]=3)[CH:12]=2)[C:8]([CH2:6][CH3:7])=[N:9]1)=[O:3])[CH3:5]. The yield is 0.540. (5) The reactants are [Cl:1][C:2]1[C:11]([CH:12]=O)=[CH:10][C:9]2[C:4](=[CH:5][CH:6]=[CH:7][CH:8]=2)[N:3]=1.[NH3:14].O.C1[CH2:20][O:19]CC1. No catalyst specified. The product is [Cl:1][C:2]1[C:11]([C:12]#[N:14])=[CH:10][C:9]2[C:4](=[CH:5][CH:6]=[C:7]([O:19][CH3:20])[CH:8]=2)[N:3]=1. The yield is 0.380. (6) The reactants are [OH:1][C:2]1[CH:9]=[CH:8][C:5]([CH:6]=[O:7])=[C:4]([N+:10]([O-:12])=[O:11])[C:3]=1[O:13][CH3:14].[Br:15]Br.O. The product is [Br:15][C:9]1[C:2]([OH:1])=[C:3]([O:13][CH3:14])[C:4]([N+:10]([O-:12])=[O:11])=[C:5]([CH:8]=1)[CH:6]=[O:7]. The yield is 0.980. The catalyst is CC(O)=O.II.